Dataset: Catalyst prediction with 721,799 reactions and 888 catalyst types from USPTO. Task: Predict which catalyst facilitates the given reaction. (1) Reactant: [Br:1][C:2]1[CH:7]=[CH:6][C:5]([CH:8]2[S:14][CH2:13][C:12]([CH3:15])=[N:11][C:10]3[N:16]([CH3:25])[N:17]=[C:18]([C:19]4[CH:24]=[CH:23][CH:22]=[CH:21][N:20]=4)[C:9]2=3)=[C:4]([CH3:26])[CH:3]=1.C(O)(=O)C. Product: [Br:1][C:2]1[CH:7]=[CH:6][C:5]([CH:8]2[S:14][CH2:13][CH:12]([CH3:15])[NH:11][C:10]3[N:16]([CH3:25])[N:17]=[C:18]([C:19]4[CH:24]=[CH:23][CH:22]=[CH:21][N:20]=4)[C:9]2=3)=[C:4]([CH3:26])[CH:3]=1. The catalyst class is: 26. (2) Reactant: [F:1][C:2]([F:8])([F:7])[CH2:3][C@H:4]1[CH2:6][O:5]1.[N-:9]=[N+:10]=[N-:11].[Na+].[NH4+].[Cl-]. Product: [N:9]([CH2:6][C@@H:4]([OH:5])[CH2:3][C:2]([F:8])([F:7])[F:1])=[N+:10]=[N-:11]. The catalyst class is: 88. (3) Reactant: [CH2:1]([N:7]1[C:12]2=[N:13][C:14]([C:24]3[CH:29]=[CH:28][C:27]([CH3:30])=[CH:26][CH:25]=3)=[C:15]([C:17]3[CH:22]=[CH:21][C:20]([CH3:23])=[CH:19][CH:18]=3)[N:16]=[C:11]2[CH2:10][CH2:9][CH2:8]1)[CH2:2][CH2:3][CH2:4][CH:5]=[CH2:6].C(=O)([O-])O.[K+].[Br:36][C:37](Br)=[N:38][OH:39].Cl. Product: [Br:36][C:37]1[CH2:6][CH:5]([CH2:4][CH2:3][CH2:2][CH2:1][N:7]2[C:12]3=[N:13][C:14]([C:24]4[CH:29]=[CH:28][C:27]([CH3:30])=[CH:26][CH:25]=4)=[C:15]([C:17]4[CH:18]=[CH:19][C:20]([CH3:23])=[CH:21][CH:22]=4)[N:16]=[C:11]3[CH2:10][CH2:9][CH2:8]2)[O:39][N:38]=1. The catalyst class is: 3. (4) Reactant: [Cl:1][C:2]1[CH:7]=[C:6]([Cl:8])[CH:5]=[CH:4][C:3]=1[S:9]([NH:12][C@H:13]([C:16]([N:18]1[CH2:23][CH2:22][N:21](C(OCC2C=CC=CC=2)=O)[CH2:20][CH2:19]1)=[O:17])[CH2:14][OH:15])(=[O:11])=[O:10].B(Br)(Br)Br. Product: [Cl:1][C:2]1[CH:7]=[C:6]([Cl:8])[CH:5]=[CH:4][C:3]=1[S:9]([NH:12][C@@H:13]([CH2:14][OH:15])[C:16](=[O:17])[N:18]1[CH2:23][CH2:22][NH:21][CH2:20][CH2:19]1)(=[O:10])=[O:11]. The catalyst class is: 2. (5) Reactant: [CH:1]1([C:4]2[NH:8][C:7]3[CH:9]=[C:10]([C:23]4[C:24]([CH3:29])=[N:25][O:26][C:27]=4[CH3:28])[CH:11]=[C:12]([CH:13]([OH:22])[CH:14]4[CH:19]5[CH2:20][CH:16]([CH2:17][CH2:18]5)[C:15]4=[O:21])[C:6]=3[N:5]=2)[CH2:3][CH2:2]1.[BH4-].[Na+]. Product: [CH:1]1([C:4]2[NH:8][C:7]3[CH:9]=[C:10]([C:23]4[C:24]([CH3:29])=[N:25][O:26][C:27]=4[CH3:28])[CH:11]=[C:12]([CH:13]([OH:22])[CH:14]4[CH:19]5[CH2:20][CH:16]([CH2:17][CH2:18]5)[CH:15]4[OH:21])[C:6]=3[N:5]=2)[CH2:2][CH2:3]1. The catalyst class is: 5.